Predict the product of the given reaction. From a dataset of Forward reaction prediction with 1.9M reactions from USPTO patents (1976-2016). Given the reactants [NH2:1][C:2]1[N:6]([C:7]2[C:12]([Cl:13])=[CH:11][C:10]([C:14]([F:17])([F:16])[F:15])=[CH:9][C:8]=2[Cl:18])[N:5]=[C:4]([C:19]#[N:20])[C:3]=1[N:21]([CH2:26]SC)[S:22]([CH3:25])(=O)=[O:23].[C:29](=O)([O-])[O-].[Na+].[Na+].O[O:36][S:37]([O-:39])=O.[K+].[OH2:41], predict the reaction product. The product is: [NH2:1][C:2]1[N:6]([C:7]2[C:12]([Cl:13])=[CH:11][C:10]([C:14]([F:16])([F:17])[F:15])=[CH:9][C:8]=2[Cl:18])[N:5]=[C:4]([C:19]#[N:20])[C:3]=1[N:21]([CH2:26][S:37]([CH3:29])(=[O:39])=[O:36])[S:22]([CH3:25])(=[O:23])=[O:41].